Dataset: Full USPTO retrosynthesis dataset with 1.9M reactions from patents (1976-2016). Task: Predict the reactants needed to synthesize the given product. (1) The reactants are: Br[C:2]1[CH:7]=[CH:6][CH:5]=[C:4]([N+:8]([O-:10])=[O:9])[C:3]=1[F:11].C([O-])(=O)C.[K+].[B:17]1([B:17]2[O:21][C:20]([CH3:23])([CH3:22])[C:19]([CH3:25])([CH3:24])[O:18]2)[O:21][C:20]([CH3:23])([CH3:22])[C:19]([CH3:25])([CH3:24])[O:18]1. Given the product [F:11][C:3]1[C:4]([N+:8]([O-:10])=[O:9])=[CH:5][CH:6]=[CH:7][C:2]=1[B:17]1[O:21][C:20]([CH3:23])([CH3:22])[C:19]([CH3:25])([CH3:24])[O:18]1, predict the reactants needed to synthesize it. (2) Given the product [CH3:22][N:19]1[CH2:20][CH2:21][C:9]2[N:8]([C:4]3[CH:5]=[CH:6][CH:7]=[C:2]([C:26]4[S:27][CH:28]=[C:24]([CH3:23])[CH:25]=4)[CH:3]=3)[C:16]3[CH:15]=[CH:14][C:13]([CH3:17])=[CH:12][C:11]=3[C:10]=2[CH2:18]1, predict the reactants needed to synthesize it. The reactants are: Br[C:2]1[CH:3]=[C:4]([N:8]2[C:16]3[CH:15]=[CH:14][C:13]([CH3:17])=[CH:12][C:11]=3[C:10]3[CH2:18][N:19]([CH3:22])[CH2:20][CH2:21][C:9]2=3)[CH:5]=[CH:6][CH:7]=1.[CH3:23][C:24]1[CH:25]=[C:26](B2OC(C)(C)C(C)(C)O2)[S:27][CH:28]=1.C([O-])([O-])=O.[K+].[K+]. (3) Given the product [N+:21]([C:20]1[C:14]2[C:15](=[N:16][N:12]([CH2:8][CH2:9][C:10]#[C:11][C:2]3[CH:7]=[CH:6][CH:5]=[CH:4][N:3]=3)[N:13]=2)[CH:17]=[CH:18][CH:19]=1)([O-:23])=[O:22], predict the reactants needed to synthesize it. The reactants are: Br[C:2]1[CH:7]=[CH:6][CH:5]=[CH:4][N:3]=1.[CH2:8]([N:12]1[N:16]=[C:15]2[CH:17]=[CH:18][CH:19]=[C:20]([N+:21]([O-:23])=[O:22])[C:14]2=[N:13]1)[CH2:9][C:10]#[CH:11].